Task: Regression/Classification. Given a drug SMILES string, predict its absorption, distribution, metabolism, or excretion properties. Task type varies by dataset: regression for continuous measurements (e.g., permeability, clearance, half-life) or binary classification for categorical outcomes (e.g., BBB penetration, CYP inhibition). Dataset: cyp3a4_veith.. Dataset: CYP3A4 inhibition data for predicting drug metabolism from PubChem BioAssay (1) The molecule is NCCCCCCCCCCNS(=O)(=O)c1cccc2c(Cl)cccc12. The result is 1 (inhibitor). (2) The compound is COC(=O)c1cn(NC(=O)c2cccc(OC)c2)c(=O)c2ccccc12. The result is 0 (non-inhibitor).